Dataset: Peptide-MHC class I binding affinity with 185,985 pairs from IEDB/IMGT. Task: Regression. Given a peptide amino acid sequence and an MHC pseudo amino acid sequence, predict their binding affinity value. This is MHC class I binding data. (1) The binding affinity (normalized) is 0.387. The MHC is HLA-B07:02 with pseudo-sequence HLA-B07:02. The peptide sequence is FAANPNSQV. (2) The peptide sequence is KLTKDFSAL. The MHC is HLA-A02:03 with pseudo-sequence HLA-A02:03. The binding affinity (normalized) is 0.673. (3) The peptide sequence is GRKTPLLCF. The MHC is HLA-B15:01 with pseudo-sequence HLA-B15:01. The binding affinity (normalized) is 0.0847. (4) The peptide sequence is PSPYNSRF. The MHC is Mamu-A01 with pseudo-sequence Mamu-A01. The binding affinity (normalized) is 0.415. (5) The peptide sequence is WEITYLGTT. The MHC is HLA-A03:01 with pseudo-sequence HLA-A03:01. The binding affinity (normalized) is 0.0847. (6) The peptide sequence is MEDCPNEGV. The MHC is HLA-B57:01 with pseudo-sequence HLA-B57:01. The binding affinity (normalized) is 0.0847. (7) The MHC is HLA-B15:42 with pseudo-sequence HLA-B15:42. The peptide sequence is YPWAIFHPH. The binding affinity (normalized) is 0.213. (8) The peptide sequence is TIDNIVTSLA. The MHC is HLA-A02:01 with pseudo-sequence HLA-A02:01. The binding affinity (normalized) is 0.